Dataset: Forward reaction prediction with 1.9M reactions from USPTO patents (1976-2016). Task: Predict the product of the given reaction. (1) Given the reactants [CH3:1][C:2]1[C:7]2[N:8]=[C:9]([C:13]3[CH:18]=[CH:17][CH:16]=[CH:15][C:14]=3[O:19]C(=O)C)O[C:11](=[O:12])[C:6]=2[CH:5]=[CH:4][CH:3]=1.[CH2:23]([NH2:31])[CH2:24][C:25]1[CH:30]=[CH:29][CH:28]=[CH:27][CH:26]=1, predict the reaction product. The product is: [OH:19][C:14]1[CH:15]=[CH:16][CH:17]=[CH:18][C:13]=1[C:9]1[N:31]([CH2:23][CH2:24][C:25]2[CH:30]=[CH:29][CH:28]=[CH:27][CH:26]=2)[C:11](=[O:12])[C:6]2[C:7](=[C:2]([CH3:1])[CH:3]=[CH:4][CH:5]=2)[N:8]=1. (2) Given the reactants [NH2:1][C:2]1[N:7]=[C:6](Cl)[C:5]([CH2:9][C:10]([O:12]CC)=O)=[C:4]([Cl:15])[N:3]=1.[N:16]1[CH:21]=[CH:20][CH:19]=[CH:18][C:17]=1[CH2:22][NH2:23].CCN(C(C)C)C(C)C, predict the reaction product. The product is: [NH2:1][C:2]1[N:3]=[C:4]([Cl:15])[C:5]2[CH2:9][C:10](=[O:12])[N:23]([CH2:22][C:17]3[CH:18]=[CH:19][CH:20]=[CH:21][N:16]=3)[C:6]=2[N:7]=1. (3) The product is: [CH:3]1([C@H:9]([NH:14][C:15]([C:17]2[CH:22]=[CH:21][C:20]([F:23])=[CH:19][C:18]=2[NH:24][C:25]([NH:27][C:28]2[C:33]([CH3:34])=[CH:32][C:31]([CH3:35])=[CH:30][C:29]=2[CH3:36])=[O:26])=[O:16])[C:10]([OH:12])=[O:11])[CH2:4][CH2:5][CH2:6][CH2:7][CH2:8]1. Given the reactants [OH-].[Li+].[CH:3]1([C@H:9]([NH:14][C:15]([C:17]2[CH:22]=[CH:21][C:20]([F:23])=[CH:19][C:18]=2[NH:24][C:25]([NH:27][C:28]2[C:33]([CH3:34])=[CH:32][C:31]([CH3:35])=[CH:30][C:29]=2[CH3:36])=[O:26])=[O:16])[C:10]([O:12]C)=[O:11])[CH2:8][CH2:7][CH2:6][CH2:5][CH2:4]1.CO.O, predict the reaction product. (4) The product is: [CH:21]1([CH2:26][N:14]2[C:13](=[O:16])[C:12]([C:17]([O:19][CH3:20])=[O:18])=[CH:11][C:10]([C:4]3[CH:5]=[CH:6][C:7]([O:8][CH3:9])=[C:2]([F:1])[CH:3]=3)=[N:15]2)[CH2:25][CH2:24][CH2:23][CH2:22]1. Given the reactants [F:1][C:2]1[CH:3]=[C:4]([C:10]2[CH:11]=[C:12]([C:17]([O:19][CH3:20])=[O:18])[C:13](=[O:16])[NH:14][N:15]=2)[CH:5]=[CH:6][C:7]=1[O:8][CH3:9].[CH:21]1([CH2:26]Br)[CH2:25][CH2:24][CH2:23][CH2:22]1, predict the reaction product. (5) The product is: [CH3:38][C:35]1([CH3:39])[N:34]([C:40]([O:42][C:43]([CH3:46])([CH3:45])[CH3:44])=[O:41])[C@@H:33]([CH2:32][CH2:31][CH2:30][C:2]#[C:1][Si:3]([CH3:6])([CH3:5])[CH3:4])[CH2:37][O:36]1. Given the reactants [C:1]([Si:3]([CH3:6])([CH3:5])[CH3:4])#[CH:2].C([Li])CCC.CCCCCC.CN(P(N(C)C)(N(C)C)=O)C.Br[CH2:30][CH2:31][CH2:32][C@H:33]1[CH2:37][O:36][C:35]([CH3:39])([CH3:38])[N:34]1[C:40]([O:42][C:43]([CH3:46])([CH3:45])[CH3:44])=[O:41], predict the reaction product. (6) Given the reactants [Cl:1][C:2]1[CH:24]=[CH:23][C:5]([CH2:6][NH:7][C:8]([C:10]2[C:11](=[O:22])[C:12]3[CH:19]=[C:18]([CH2:20]Cl)[O:17][C:13]=3[N:14]([CH3:16])[CH:15]=2)=[O:9])=[CH:4][CH:3]=1.[OH-].[K+].[CH2:27]([OH:29])[CH3:28], predict the reaction product. The product is: [Cl:1][C:2]1[CH:24]=[CH:23][C:5]([CH2:6][NH:7][C:8]([C:10]2[C:11](=[O:22])[C:12]3[CH:19]=[C:18]([CH2:20][O:29][CH2:27][CH3:28])[O:17][C:13]=3[N:14]([CH3:16])[CH:15]=2)=[O:9])=[CH:4][CH:3]=1. (7) Given the reactants [OH:1][CH2:2][C@H:3]1[O:11][C@H:10]2[C@H:6]([N:7]=[C:8]([NH:12][CH3:13])[S:9]2)[C@@H:5]([OH:14])[C@@H:4]1[OH:15].C([O-])(O)=O.[Na+].Cl[C:22]([O:24][CH2:25][C:26]1[CH:31]=[CH:30][CH:29]=[CH:28][CH:27]=1)=[O:23], predict the reaction product. The product is: [OH:15][C@@H:4]1[C@@H:3]([CH2:2][OH:1])[O:11][C@H:10]2[C@H:6]([N:7]=[C:8]([N:12]([CH3:13])[C:22](=[O:23])[O:24][CH2:25][C:26]3[CH:31]=[CH:30][CH:29]=[CH:28][CH:27]=3)[S:9]2)[C@H:5]1[OH:14].